Dataset: Full USPTO retrosynthesis dataset with 1.9M reactions from patents (1976-2016). Task: Predict the reactants needed to synthesize the given product. (1) Given the product [OH:2][C:3]1[CH:12]=[C:11]2[C:6]([C:7]([C:13]([OH:15])=[O:14])=[CH:8][CH:9]=[N:10]2)=[CH:5][CH:4]=1, predict the reactants needed to synthesize it. The reactants are: C[O:2][C:3]1[CH:12]=[C:11]2[C:6]([C:7]([C:13]([O:15]C)=[O:14])=[CH:8][CH:9]=[N:10]2)=[CH:5][CH:4]=1. (2) The reactants are: [C:1]([O:4][CH2:5][C:6]1[CH:11]=[C:10]([C:12]([O:14][CH3:15])=[O:13])[CH:9]=[C:8]([CH:16]=O)[N:7]=1)(=[O:3])[CH3:2].[CH2:18]([O:25][C:26]1[C:27]([CH2:34][NH2:35])=[N:28][C:29]([O:32][CH3:33])=[CH:30][CH:31]=1)[C:19]1[CH:24]=[CH:23][CH:22]=[CH:21][CH:20]=1. Given the product [C:1]([O:4][CH2:5][C:6]1[CH:11]=[C:10]([C:12]([O:14][CH3:15])=[O:13])[CH:9]=[C:8]([CH2:16][NH:35][CH2:34][C:27]2[C:26]([O:25][CH2:18][C:19]3[CH:20]=[CH:21][CH:22]=[CH:23][CH:24]=3)=[CH:31][CH:30]=[C:29]([O:32][CH3:33])[N:28]=2)[N:7]=1)(=[O:3])[CH3:2], predict the reactants needed to synthesize it. (3) Given the product [CH2:7]1[C:15]2[C:10](=[CH:11][C:12]([CH2:16][OH:17])=[CH:13][CH:14]=2)[CH2:9][CH2:8]1, predict the reactants needed to synthesize it. The reactants are: [H-].[Al+3].[Li+].[H-].[H-].[H-].[CH2:7]1[C:15]2[C:10](=[CH:11][C:12]([C:16](O)=[O:17])=[CH:13][CH:14]=2)[CH2:9][CH2:8]1. (4) The reactants are: Cl.[NH2:2][C@H:3]1[CH2:8][CH2:7][C@H:6]([NH:9][C:10](=[O:12])[CH3:11])[CH2:5][CH2:4]1.CCN(C(C)C)C(C)C.F[C:23]1[CH:24]=[C:25]([CH2:32][OH:33])[CH:26]=[CH:27][C:28]=1[N+:29]([O-:31])=[O:30]. Given the product [OH:33][CH2:32][C:25]1[CH:26]=[CH:27][C:28]([N+:29]([O-:31])=[O:30])=[C:23]([NH:2][C@H:3]2[CH2:4][CH2:5][C@H:6]([NH:9][C:10](=[O:12])[CH3:11])[CH2:7][CH2:8]2)[CH:24]=1, predict the reactants needed to synthesize it.